This data is from Reaction yield outcomes from USPTO patents with 853,638 reactions. The task is: Predict the reaction yield, written as a fraction of the theoretical maximum amount of product (1.0 means a 100% yield; for example, 0.34 means a 34% yield). The reactants are [CH2:1]([O:4][N:5]=[CH:6][C:7]1[C:15]2[C:10](=[CH:11][CH:12]=[CH:13][CH:14]=2)[N:9]([CH2:16][C:17]2[CH:22]=[CH:21][CH:20]=[CH:19][CH:18]=2)[CH:8]=1)[CH:2]=[CH2:3].B1C2CCCC1CCC2.[OH:32]O.[OH-].[Na+]. The catalyst is O1CCCC1. The product is [OH:32][CH2:3][CH2:2][CH2:1][O:4][N:5]=[CH:6][C:7]1[C:15]2[C:10](=[CH:11][CH:12]=[CH:13][CH:14]=2)[N:9]([CH2:16][C:17]2[CH:22]=[CH:21][CH:20]=[CH:19][CH:18]=2)[CH:8]=1. The yield is 0.410.